From a dataset of CYP2D6 substrate classification data from Carbon-Mangels et al.. Regression/Classification. Given a drug SMILES string, predict its absorption, distribution, metabolism, or excretion properties. Task type varies by dataset: regression for continuous measurements (e.g., permeability, clearance, half-life) or binary classification for categorical outcomes (e.g., BBB penetration, CYP inhibition). Dataset: cyp2d6_substrate_carbonmangels. The drug is CC[C@]1(c2ccccc2)C(=O)NC(=O)N(C)C1=O. The result is 0 (non-substrate).